Task: Predict the product of the given reaction.. Dataset: Forward reaction prediction with 1.9M reactions from USPTO patents (1976-2016) (1) Given the reactants [CH3:1][C:2]([OH:8])([CH3:7])[CH2:3][CH2:4][CH2:5][OH:6].[CH:9]12[CH2:15][CH:12]([CH:13]=[CH:14]1)[CH2:11][CH:10]2[C:16](OC)=[O:17], predict the reaction product. The product is: [CH:9]12[CH2:15][CH:12]([CH:13]=[CH:14]1)[CH2:11][CH:10]2[C:16]([O:6][CH2:5][CH2:4][CH2:3][C:2]([OH:8])([CH3:7])[CH3:1])=[O:17]. (2) Given the reactants C1C2(N(C3C=CC=CC=3)CNC2=[O:8])CCN(CCCC(C2C=CC(F)=CC=2)=O)C1.CCC[N:33]1[C@H:38]2CO[C:41]3[CH:46]=[CH:45][C:44]([OH:47])=[CH:43][C:42]=3[C@@H:37]2OCC1.C(O)C(N)(CO)CO.Cl.[Cl-].[K+].[Mg+2].[Cl-].[Cl-].[Cl-].[Cl-].[Ca+2].CC([C@]1(O)C[C@H]2N(C[C@H]3C4C2=CC=CC=4CCC2C=CC=CC3=2)CC1)(C)C, predict the reaction product. The product is: [NH2:33][CH2:38][CH2:37][C:42]1[CH:41]=[CH:46][C:45]([OH:8])=[C:44]([OH:47])[CH:43]=1.